Dataset: Full USPTO retrosynthesis dataset with 1.9M reactions from patents (1976-2016). Task: Predict the reactants needed to synthesize the given product. (1) Given the product [CH2:1]([O:8][C:9]1[CH:10]=[C:11]2[C:16](=[CH:17][CH:18]=1)[C:15](=[O:19])[N:14]([CH2:20][CH:21]([CH3:22])[CH3:23])[C:13]([CH2:24][OH:25])=[C:12]2[C:27]1[CH:28]=[CH:29][C:30]([CH3:33])=[CH:31][CH:32]=1)[C:2]1[CH:3]=[CH:4][CH:5]=[CH:6][CH:7]=1, predict the reactants needed to synthesize it. The reactants are: [CH2:1]([O:8][C:9]1[CH:10]=[C:11]2[C:16](=[CH:17][CH:18]=1)[C:15](=[O:19])[N:14]([CH2:20][CH:21]([CH3:23])[CH3:22])[C:13]([C:24](O)=[O:25])=[C:12]2[C:27]1[CH:32]=[CH:31][C:30]([CH3:33])=[CH:29][CH:28]=1)[C:2]1[CH:7]=[CH:6][CH:5]=[CH:4][CH:3]=1.C(Cl)(=O)C(Cl)=O.[BH4-].[Na+].Cl. (2) Given the product [Cl:1][C:2]1[CH:7]=[C:6]2[NH:8][C:9](=[O:41])[C@@:10]3([C@H:14]([CH2:15][C:16]([C:19]#[N:20])([CH3:18])[CH3:17])[NH:13][C@@H:12]([C:21]([NH:23][C:24]4[S:28][C:27]([C:29]([OH:31])=[O:30])=[CH:26][CH:25]=4)=[O:22])[C@@H:11]3[C:33]3[CH:38]=[CH:37][CH:36]=[C:35]([Cl:39])[C:34]=3[F:40])[C:5]2=[CH:4][CH:3]=1, predict the reactants needed to synthesize it. The reactants are: [Cl:1][C:2]1[CH:7]=[C:6]2[NH:8][C:9](=[O:41])[C@@:10]3([C@H:14]([CH2:15][C:16]([C:19]#[N:20])([CH3:18])[CH3:17])[NH:13][C@@H:12]([C:21]([NH:23][C:24]4[S:28][C:27]([C:29]([O:31]C)=[O:30])=[CH:26][CH:25]=4)=[O:22])[C@@H:11]3[C:33]3[CH:38]=[CH:37][CH:36]=[C:35]([Cl:39])[C:34]=3[F:40])[C:5]2=[CH:4][CH:3]=1.[OH-].[Na+]. (3) The reactants are: [C:1]([O:5][C:6](=[O:29])[NH:7][C@H:8]([CH2:25][CH:26]([CH3:28])[CH3:27])[C:9]([NH:11][C:12]1[CH:17]=[CH:16][C:15]([C:18]2[CH:23]=[CH:22][N:21]=[CH:20][CH:19]=2)=[CH:14][C:13]=1Br)=[O:10])([CH3:4])([CH3:3])[CH3:2].CC1(C)C(C)(C)OB([C:38]2[CH:42]=[CH:41][S:40][CH:39]=2)O1.C(=O)([O-])[O-].[Cs+].[Cs+]. Given the product [C:1]([O:5][C:6](=[O:29])[NH:7][C@H:8]([CH2:25][CH:26]([CH3:28])[CH3:27])[C:9](=[O:10])[NH:11][C:12]1[CH:17]=[CH:16][C:15]([C:18]2[CH:23]=[CH:22][N:21]=[CH:20][CH:19]=2)=[CH:14][C:13]=1[C:38]1[CH:42]=[CH:41][S:40][CH:39]=1)([CH3:4])([CH3:3])[CH3:2], predict the reactants needed to synthesize it. (4) Given the product [OH:7][CH2:6][C:5]([NH:4][C:1](=[O:3])[CH3:2])([CH2:11][OH:12])[CH2:16][CH:17]([OH:39])[C:18]1[CH:23]=[CH:22][C:21]([O:24][C:25]2[CH:30]=[CH:29][C:28]([C:31]3[N:32]=[C:33]([CH2:36][CH2:37][CH3:38])[O:34][CH:35]=3)=[CH:27][CH:26]=2)=[CH:20][CH:19]=1, predict the reactants needed to synthesize it. The reactants are: [C:1]([NH:4][C:5]([CH2:16][C:17](=[O:39])[C:18]1[CH:23]=[CH:22][C:21]([O:24][C:25]2[CH:30]=[CH:29][C:28]([C:31]3[N:32]=[C:33]([CH2:36][CH2:37][CH3:38])[O:34][CH:35]=3)=[CH:27][CH:26]=2)=[CH:20][CH:19]=1)([C:11](OCC)=[O:12])[C:6](OCC)=[O:7])(=[O:3])[CH3:2].OP([O-])([O-])=O.[K+].[K+].[BH4-].[Na+].[OH-].[Na+]. (5) Given the product [OH:28][CH:29]1[CH2:34][CH2:33][N:32]([C:22]([C:19]2[CH:20]=[CH:21][C:16]3[O:15][CH2:14][CH2:13][N:12]4[CH:25]=[C:9]([C:8]5[N:4]([CH2:3][C:2]([F:27])([F:1])[F:26])[N:5]=[CH:6][N:7]=5)[N:10]=[C:11]4[C:17]=3[CH:18]=2)=[O:23])[CH2:31][CH2:30]1, predict the reactants needed to synthesize it. The reactants are: [F:1][C:2]([F:27])([F:26])[CH2:3][N:4]1[C:8]([C:9]2[N:10]=[C:11]3[C:17]4[CH:18]=[C:19]([C:22](O)=[O:23])[CH:20]=[CH:21][C:16]=4[O:15][CH2:14][CH2:13][N:12]3[CH:25]=2)=[N:7][CH:6]=[N:5]1.[OH:28][CH:29]1[CH2:34][CH2:33][NH:32][CH2:31][CH2:30]1. (6) Given the product [Cl:25][C:26]1[N:30]2[CH:31]=[C:32]([C:39]3[O:40][CH:41]=[CH:42][CH:43]=3)[CH:33]=[C:34]([C:35]([F:38])([F:36])[F:37])[C:29]2=[N:28][C:27]=1[C:44]([N:56]1[CH2:57][CH2:58][N:53]([C:47]2[CH:52]=[CH:51][CH:50]=[CH:49][CH:48]=2)[CH2:54][CH2:55]1)=[O:46], predict the reactants needed to synthesize it. The reactants are: CN(C(ON1N=NC2C=CC=NC1=2)=[N+](C)C)C.F[P-](F)(F)(F)(F)F.[Cl:25][C:26]1[N:30]2[CH:31]=[C:32]([C:39]3[O:40][CH:41]=[CH:42][CH:43]=3)[CH:33]=[C:34]([C:35]([F:38])([F:37])[F:36])[C:29]2=[N:28][C:27]=1[C:44]([OH:46])=O.[C:47]1([N:53]2[CH2:58][CH2:57][NH:56][CH2:55][CH2:54]2)[CH:52]=[CH:51][CH:50]=[CH:49][CH:48]=1. (7) Given the product [CH:28]([NH:29][C:3]([C:5]1[CH:9]=[C:8]([O:10][CH2:11][C:12]2[C:13]([C:18]3[CH:23]=[CH:22][CH:21]=[CH:20][N:19]=3)=[N:14][O:15][C:16]=2[CH3:17])[NH:7][N:6]=1)=[O:4])([CH3:32])[CH3:26], predict the reactants needed to synthesize it. The reactants are: CO[C:3]([C:5]1[NH:6][N:7]=[C:8]([O:10][CH2:11][C:12]2[C:13]([C:18]3[CH:23]=[CH:22][CH:21]=[CH:20][N:19]=3)=[N:14][O:15][C:16]=2[CH3:17])[CH:9]=1)=[O:4].CO[C:26]([C:28]1[NH:29]N=C(OC[C:32]2[C:28]([C:26]3C=CC=CC=3)=[N:29]OC=2C)[CH:32]=1)=O.C(N)(C)C.